This data is from NCI-60 drug combinations with 297,098 pairs across 59 cell lines. The task is: Regression. Given two drug SMILES strings and cell line genomic features, predict the synergy score measuring deviation from expected non-interaction effect. (1) Synergy scores: CSS=8.32, Synergy_ZIP=0.817, Synergy_Bliss=-0.0711, Synergy_Loewe=-3.72, Synergy_HSA=-2.30. Drug 1: CC=C1C(=O)NC(C(=O)OC2CC(=O)NC(C(=O)NC(CSSCCC=C2)C(=O)N1)C(C)C)C(C)C. Cell line: UO-31. Drug 2: B(C(CC(C)C)NC(=O)C(CC1=CC=CC=C1)NC(=O)C2=NC=CN=C2)(O)O. (2) Drug 1: C1CCC(C1)C(CC#N)N2C=C(C=N2)C3=C4C=CNC4=NC=N3. Drug 2: C1=CC(=CC=C1C#N)C(C2=CC=C(C=C2)C#N)N3C=NC=N3. Cell line: OVCAR-5. Synergy scores: CSS=-1.90, Synergy_ZIP=2.49, Synergy_Bliss=1.44, Synergy_Loewe=-2.32, Synergy_HSA=-2.96. (3) Drug 1: C(CCl)NC(=O)N(CCCl)N=O. Drug 2: CC12CCC3C(C1CCC2OP(=O)(O)O)CCC4=C3C=CC(=C4)OC(=O)N(CCCl)CCCl.[Na+]. Cell line: BT-549. Synergy scores: CSS=4.85, Synergy_ZIP=-5.20, Synergy_Bliss=-1.69, Synergy_Loewe=-5.12, Synergy_HSA=-3.07. (4) Drug 1: C1=NC2=C(N=C(N=C2N1C3C(C(C(O3)CO)O)F)Cl)N. Drug 2: CNC(=O)C1=NC=CC(=C1)OC2=CC=C(C=C2)NC(=O)NC3=CC(=C(C=C3)Cl)C(F)(F)F. Cell line: NCI-H460. Synergy scores: CSS=-2.48, Synergy_ZIP=0.893, Synergy_Bliss=-0.543, Synergy_Loewe=-4.32, Synergy_HSA=-4.20.